Dataset: Forward reaction prediction with 1.9M reactions from USPTO patents (1976-2016). Task: Predict the product of the given reaction. Given the reactants [CH2:1]([N:13]1[C:17]([CH3:18])=[CH:16][CH:15]=[C:14]1[C:19]1[CH:24]=[CH:23][C:22]([OH:25])=[CH:21][CH:20]=1)[CH2:2][CH2:3][CH2:4][CH2:5][CH2:6][CH2:7][CH2:8][CH2:9][CH2:10][CH2:11][CH3:12].O[C@@H:27]([CH2:33][C:34]1[CH:39]=[CH:38][CH:37]=[CH:36][CH:35]=1)[C:28]([O:30][CH2:31][CH3:32])=[O:29].C1(P(C2C=CC=CC=2)C2C=CC=CC=2)C=CC=CC=1.N(C(OCC)=O)=NC(OCC)=O, predict the reaction product. The product is: [CH2:1]([N:13]1[C:17]([CH3:18])=[CH:16][CH:15]=[C:14]1[C:19]1[CH:24]=[CH:23][C:22]([O:25][C@H:27]([CH2:33][C:34]2[CH:35]=[CH:36][CH:37]=[CH:38][CH:39]=2)[C:28]([O:30][CH2:31][CH3:32])=[O:29])=[CH:21][CH:20]=1)[CH2:2][CH2:3][CH2:4][CH2:5][CH2:6][CH2:7][CH2:8][CH2:9][CH2:10][CH2:11][CH3:12].